This data is from Catalyst prediction with 721,799 reactions and 888 catalyst types from USPTO. The task is: Predict which catalyst facilitates the given reaction. (1) Reactant: COC([C:5]1[C:9]2[N:10]=[CH:11][NH:12][C:13](=[O:14])[C:8]=2[NH:7][C:6]=1[N:15]1[CH2:20][CH2:19][NH:18][CH2:17][CH2:16]1)=O.[OH-].[K+].O1CCOCC1.[C:29](O[C:29]([O:31][C:32]([CH3:35])([CH3:34])[CH3:33])=[O:30])([O:31][C:32]([CH3:35])([CH3:34])[CH3:33])=[O:30]. Product: [C:32]([O:31][C:29]([N:18]1[CH2:17][CH2:16][N:15]([C:6]2[NH:7][C:8]3[C:13](=[O:14])[NH:12][CH:11]=[N:10][C:9]=3[CH:5]=2)[CH2:20][CH2:19]1)=[O:30])([CH3:35])([CH3:34])[CH3:33]. The catalyst class is: 6. (2) Reactant: [CH2:1]([O:5][C:6]1[CH2:11][CH2:10][CH2:9][C:8](=[O:12])[CH:7]=1)[CH:2]([CH3:4])[CH3:3].CN(P(N(C)C)(N(C)C)=O)C.C([N-]C(C)C)(C)C.[Li+].Cl[CH2:33][O:34][CH2:35][C:36]1[CH:41]=[CH:40][CH:39]=[CH:38][CH:37]=1. Product: [CH2:35]([O:34][CH2:33][CH:9]1[C:8](=[O:12])[CH:7]=[C:6]([O:5][CH2:1][CH:2]([CH3:4])[CH3:3])[CH2:11][CH2:10]1)[C:36]1[CH:41]=[CH:40][CH:39]=[CH:38][CH:37]=1. The catalyst class is: 1. (3) Reactant: [O:1]=[C:2]([N:26]1[CH2:31][CH2:30][N:29]([C:32](=[O:43])[C:33]2[CH:38]=[CH:37][CH:36]=[CH:35][C:34]=2[C:39]([F:42])([F:41])[F:40])[CH2:28][CH2:27]1)[CH2:3][NH:4][C:5]([C:7]1[CH:11]=[C:10]([C:12]2[CH:17]=[CH:16][CH:15]=[C:14]([O:18]CC3C=CC=CC=3)[CH:13]=2)[O:9][N:8]=1)=[O:6]. Product: [O:1]=[C:2]([N:26]1[CH2:27][CH2:28][N:29]([C:32](=[O:43])[C:33]2[CH:38]=[CH:37][CH:36]=[CH:35][C:34]=2[C:39]([F:40])([F:42])[F:41])[CH2:30][CH2:31]1)[CH2:3][NH:4][C:5]([C:7]1[CH:11]=[C:10]([C:12]2[CH:17]=[CH:16][CH:15]=[C:14]([OH:18])[CH:13]=2)[O:9][N:8]=1)=[O:6]. The catalyst class is: 19. (4) Reactant: [C:1]([CH:3]1[CH2:6][N:5]([C:7](=[O:31])[C@H:8]([NH:10][C:11]([C:13]2[C:21]3[C:16](=[N:17][CH:18]=[C:19](Br)[N:20]=3)[N:15]([CH2:23][O:24][CH2:25][CH2:26][Si:27]([CH3:30])([CH3:29])[CH3:28])[CH:14]=2)=[O:12])[CH3:9])[CH2:4]1)#[N:2].[C:32]([C:35]1[CH:36]=[C:37](B(O)O)[CH:38]=[CH:39][CH:40]=1)([OH:34])=[O:33].C([O-])([O-])=O.[Na+].[Na+].Cl. Product: [C:1]([CH:3]1[CH2:6][N:5]([C:7](=[O:31])[C@H:8]([NH:10][C:11]([C:13]2[C:21]3[C:16](=[N:17][CH:18]=[C:19]([C:39]4[CH:40]=[C:35]([CH:36]=[CH:37][CH:38]=4)[C:32]([OH:34])=[O:33])[N:20]=3)[N:15]([CH2:23][O:24][CH2:25][CH2:26][Si:27]([CH3:30])([CH3:29])[CH3:28])[CH:14]=2)=[O:12])[CH3:9])[CH2:4]1)#[N:2]. The catalyst class is: 257. (5) Reactant: [C:1]([O:5][C:6](=[O:17])[NH:7][C@H:8]1[CH2:13][CH2:12][C@H:11]([CH2:14][CH:15]=O)[CH2:10][CH2:9]1)([CH3:4])([CH3:3])[CH3:2].[N:18]1([C:24]2[C:29]3[CH:30]=[CH:31][S:32][C:28]=3[CH:27]=[CH:26][N:25]=2)[CH2:23][CH2:22][NH:21][CH2:20][CH2:19]1.CC(O)=O.C([O-])(O)=O.[Na+]. Product: [C:1]([O:5][C:6](=[O:17])[NH:7][C@H:8]1[CH2:13][CH2:12][C@H:11]([CH2:14][CH2:15][N:21]2[CH2:22][CH2:23][N:18]([C:24]3[C:29]4[CH:30]=[CH:31][S:32][C:28]=4[CH:27]=[CH:26][N:25]=3)[CH2:19][CH2:20]2)[CH2:10][CH2:9]1)([CH3:4])([CH3:3])[CH3:2]. The catalyst class is: 26. (6) Reactant: C(=O)([O-])[O-].[K+].[K+].[CH2:7](Br)[C:8]1[CH:13]=[CH:12][CH:11]=[CH:10][CH:9]=1.[Cl:15][C:16]1[CH:17]=[C:18]2[C:22](=[CH:23][CH:24]=1)[NH:21][N:20]=[C:19]2[C:25]#[N:26]. Product: [CH2:7]([N:21]1[CH:22]2[CH:18]([CH:17]=[C:16]([Cl:15])[CH:24]=[CH:23]2)[C:19]([C:25]#[N:26])=[N:20]1)[C:8]1[CH:13]=[CH:12][CH:11]=[CH:10][CH:9]=1. The catalyst class is: 21. (7) Reactant: C([Li])CCC.C(NC(C)C)(C)C.[O:13]1[CH2:18][CH2:17][C:16](=O)[CH2:15][CH2:14]1.FC(F)(F)S(N(C1C=CC(Cl)=CN=1)S(C(F)(F)F)(=O)=O)(=O)=O.FC(F)(F)S(OC1CCOCC=1)(=O)=O.[F-].[K+].[OH:58][CH2:59][C:60]1[CH:61]=[C:62](B(O)O)[CH:63]=[CH:64][CH:65]=1. Product: [O:13]1[CH2:18][CH:17]=[C:16]([C:64]2[CH:65]=[C:60]([CH2:59][OH:58])[CH:61]=[CH:62][CH:63]=2)[CH2:15][CH2:14]1. The catalyst class is: 56. (8) Reactant: Cl[C:2]1[CH:7]=[C:6]([F:8])[CH:5]=[CH:4][N:3]=1.[OH:9][CH2:10][C:11]1[CH:18]=[CH:17][C:14]([C:15]#[N:16])=[CH:13][CH:12]=1.[H-].[Na+]. Product: [F:8][C:6]1[CH:5]=[CH:4][N:3]=[C:2]([O:9][CH2:10][C:11]2[CH:18]=[CH:17][C:14]([C:15]#[N:16])=[CH:13][CH:12]=2)[CH:7]=1. The catalyst class is: 9. (9) Reactant: [Cl:1][C:2]1[CH:7]=[CH:6][C:5]([C@@:8]2([O:19][CH3:20])[C@H:13]([OH:14])[C@@H:12]([OH:15])[C@H:11]([OH:16])[C@@H:10]([CH2:17][OH:18])[O:9]2)=[CH:4][C:3]=1[CH2:21][C:22]1[CH:27]=[CH:26][C:25]([O:28][C:29]([F:32])([F:31])[F:30])=[CH:24][CH:23]=1.N1C=CN=C1.[Si:38](Cl)([C:41]([CH3:44])([CH3:43])[CH3:42])([CH3:40])[CH3:39].C(=O)(O)[O-].[Na+]. Product: [Si:38]([O:18][CH2:17][C@H:10]1[O:9][C@:8]([C:5]2[CH:6]=[CH:7][C:2]([Cl:1])=[C:3]([CH2:21][C:22]3[CH:27]=[CH:26][C:25]([O:28][C:29]([F:32])([F:30])[F:31])=[CH:24][CH:23]=3)[CH:4]=2)([O:19][CH3:20])[C@H:13]([OH:14])[C@@H:12]([OH:15])[C@@H:11]1[OH:16])([C:41]([CH3:44])([CH3:43])[CH3:42])([CH3:40])[CH3:39]. The catalyst class is: 112.